This data is from Forward reaction prediction with 1.9M reactions from USPTO patents (1976-2016). The task is: Predict the product of the given reaction. The product is: [Cl:8][C:5]1[CH:6]=[CH:7][C:2]([NH:1][S:31]([C:28]2[CH:27]=[CH:26][C:25]([C:18]([CH3:19])([C:20]3[O:21][CH:22]=[CH:23][N:24]=3)[CH3:17])=[CH:30][CH:29]=2)(=[O:32])=[O:33])=[C:3]([C:9]([C:11]2[CH:16]=[CH:15][N:14]=[CH:13][CH:12]=2)=[O:10])[CH:4]=1. Given the reactants [NH2:1][C:2]1[CH:7]=[CH:6][C:5]([Cl:8])=[CH:4][C:3]=1[C:9]([C:11]1[CH:16]=[CH:15][N:14]=[CH:13][CH:12]=1)=[O:10].[CH3:17][C:18]([C:25]1[CH:30]=[CH:29][C:28]([S:31](Cl)(=[O:33])=[O:32])=[CH:27][CH:26]=1)([C:20]1[O:21][CH:22]=[CH:23][N:24]=1)[CH3:19], predict the reaction product.